From a dataset of M1 muscarinic receptor agonist screen with 61,833 compounds. Binary Classification. Given a drug SMILES string, predict its activity (active/inactive) in a high-throughput screening assay against a specified biological target. (1) The drug is s1c2c(c3c(n4CCCCCc4nc13)=N)CCCCC2. The result is 1 (active). (2) The compound is O(c1c([nH]c(nc1=O)NC(=O)C)C)c1ccccc1. The result is 0 (inactive). (3) The drug is [nH]1nc(c(N)c1c1ccccc1)c1ccccc1. The result is 0 (inactive). (4) The compound is Clc1c(OC)cc(S(=O)(=O)n2nnc3c2cccc3)c(OC)c1. The result is 0 (inactive). (5) The compound is S\1C(CC(=O)Nc2cc(ccc2)C(F)(F)F)C(=O)N(C1=N\C)C. The result is 0 (inactive). (6) The compound is Clc1cc2n(c(=O)cc(SCC(=O)N3CCOCC3)c2cc1)C. The result is 0 (inactive).